From a dataset of Reaction yield outcomes from USPTO patents with 853,638 reactions. Predict the reaction yield, written as a fraction of the theoretical maximum amount of product (1.0 means a 100% yield; for example, 0.34 means a 34% yield). (1) The reactants are [CH3:1][O:2][C:3]([NH:5][C@H:6]([C:11]([N:13]1[CH2:17][C@@H:16]([CH3:18])[CH2:15][C@H:14]1[C:19]1[NH:20][C:21]([C:24]2[CH:29]=[C:28]3[CH2:30][O:31][C:32]4[CH:59]=[C:58]5[C:35]([CH:36]=[CH:37][C:38]6[N:42]=[C:41]([C@@H:43]7[CH2:47][C@H:46]([CH2:48][O:49][CH3:50])[CH2:45][N:44]7[C:51](OC(C)(C)C)=[O:52])[NH:40][C:39]=65)=[CH:34][C:33]=4[C:27]3=[CH:26][CH:25]=2)=[CH:22][N:23]=1)=[O:12])[C@@H:7]([CH2:9][CH3:10])[CH3:8])=[O:4].[CH3:60][O:61][C@H:62]([CH3:72])[C@H:63]([NH:67][C:68]([O:70][CH3:71])=[O:69])C(O)=O.CN(C(ON1N=NC2C=CC=NC1=2)=[N+](C)C)C.F[P-](F)(F)(F)(F)F.CN1CCOCC1. The catalyst is Cl.CCO.CN(C=O)C. The product is [CH3:1][O:2][C:3](=[O:4])[NH:5][C@@H:6]([C@H:7]([CH3:8])[CH2:9][CH3:10])[C:11]([N:13]1[CH2:17][C@@H:16]([CH3:18])[CH2:15][C@H:14]1[C:19]1[NH:20][C:21]([C:24]2[CH:29]=[C:28]3[CH2:30][O:31][C:32]4[CH:59]=[C:58]5[C:35]([CH:36]=[CH:37][C:38]6[N:42]=[C:41]([C@@H:43]7[CH2:47][C@H:46]([CH2:48][O:49][CH3:50])[CH2:45][N:44]7[C:51](=[O:52])[C@H:63]([C@H:62]([CH3:72])[O:61][CH3:60])[NH:67][C:68]([O:70][CH3:71])=[O:69])[NH:40][C:39]=65)=[CH:34][C:33]=4[C:27]3=[CH:26][CH:25]=2)=[CH:22][N:23]=1)=[O:12]. The yield is 0.810. (2) The reactants are [Li]CCCC.CN(CCN(C)C)C.[Cl:14][C:15]1[N:20]=[CH:19][C:18]([NH:21][C:22](=[O:28])[O:23][C:24]([CH3:27])([CH3:26])[CH3:25])=[CH:17][CH:16]=1.[O:29]1[CH2:34][CH2:33][C:32](=[O:35])[CH2:31][CH2:30]1. The catalyst is C(OCC)C. The yield is 0.450. The product is [Cl:14][C:15]1[N:20]=[CH:19][C:18]([NH:21][C:22](=[O:28])[O:23][C:24]([CH3:25])([CH3:27])[CH3:26])=[C:17]([C:32]2([OH:35])[CH2:33][CH2:34][O:29][CH2:30][CH2:31]2)[CH:16]=1. (3) The reactants are [NH:1]1[C:9]2[C:4](=[CH:5][C:6]([C:10]3[C:18]4[C:13](=[N:14][CH:15]=[N:16][C:17]=4[NH2:19])[N:12]([CH3:20])[N:11]=3)=[CH:7][CH:8]=2)[CH2:3][CH2:2]1.[F:21][C:22]1[CH:23]=[C:24]([CH2:29][C:30](O)=[O:31])[CH:25]=[C:26]([F:28])[CH:27]=1.CN(C(ON1N=NC2C=CC=NC1=2)=[N+](C)C)C.F[P-](F)(F)(F)(F)F.CCN(C(C)C)C(C)C. The catalyst is O. The product is [F:21][C:22]1[CH:23]=[C:24]([CH2:29][C:30]([N:1]2[C:9]3[C:4](=[CH:5][C:6]([C:10]4[C:18]5[C:13](=[N:14][CH:15]=[N:16][C:17]=5[NH2:19])[N:12]([CH3:20])[N:11]=4)=[CH:7][CH:8]=3)[CH2:3][CH2:2]2)=[O:31])[CH:25]=[C:26]([F:28])[CH:27]=1. The yield is 0.720. (4) The reactants are [Cl:1][C:2]1[C:7]([CH:8]2[CH2:10][CH2:9]2)=[CH:6][N:5]=[C:4]([C:11]([OH:13])=O)[CH:3]=1.CN(C(ON1N=NC2C=CC=CC1=2)=[N+](C)C)C.[B-](F)(F)(F)F.CCN(C(C)C)C(C)C.[NH2:45][C:46]1([CH2:50][C:51]([NH2:53])=[O:52])[CH2:49][O:48][CH2:47]1. The catalyst is CN(C=O)C.C(OCC)(=O)C. The product is [C:51]([CH2:50][C:46]1([NH:45][C:11]([C:4]2[CH:3]=[C:2]([Cl:1])[C:7]([CH:8]3[CH2:9][CH2:10]3)=[CH:6][N:5]=2)=[O:13])[CH2:49][O:48][CH2:47]1)(=[O:52])[NH2:53]. The yield is 0.260.